From a dataset of Catalyst prediction with 721,799 reactions and 888 catalyst types from USPTO. Predict which catalyst facilitates the given reaction. Reactant: C(Cl)(=O)C(Cl)=O.[CH2:7]([O:14][C:15]1[CH:16]=[C:17]([CH:21]=[C:22]([O:24][CH2:25][C:26]2[CH:31]=[CH:30][CH:29]=[CH:28][CH:27]=2)[CH:23]=1)[C:18](O)=[O:19])[C:8]1[CH:13]=[CH:12][CH:11]=[CH:10][CH:9]=1.[CH3:32][N:33]1[CH:37]=[CH:36][C:35]([NH2:38])=[N:34]1. Product: [CH3:32][N:33]1[CH:37]=[CH:36][C:35]([NH:38][C:18](=[O:19])[C:17]2[CH:16]=[C:15]([O:14][CH2:7][C:8]3[CH:9]=[CH:10][CH:11]=[CH:12][CH:13]=3)[CH:23]=[C:22]([O:24][CH2:25][C:26]3[CH:27]=[CH:28][CH:29]=[CH:30][CH:31]=3)[CH:21]=2)=[N:34]1. The catalyst class is: 2.